From a dataset of Peptide-MHC class II binding affinity with 134,281 pairs from IEDB. Regression. Given a peptide amino acid sequence and an MHC pseudo amino acid sequence, predict their binding affinity value. This is MHC class II binding data. (1) The peptide sequence is ERSLWIIFSKNLNIK. The MHC is DRB1_0404 with pseudo-sequence DRB1_0404. The binding affinity (normalized) is 0.757. (2) The peptide sequence is KMIGGIGGFIKVRQYDQIAI. The MHC is DRB1_0405 with pseudo-sequence DRB1_0405. The binding affinity (normalized) is 0.278. (3) The peptide sequence is TNLKVQLIRMAEAEM. The MHC is HLA-DQA10201-DQB10402 with pseudo-sequence HLA-DQA10201-DQB10402. The binding affinity (normalized) is 0.500. (4) The peptide sequence is LSFMDKGIPFMKMNI. The MHC is HLA-DQA10501-DQB10303 with pseudo-sequence HLA-DQA10501-DQB10303. The binding affinity (normalized) is 0.224.